This data is from Catalyst prediction with 721,799 reactions and 888 catalyst types from USPTO. The task is: Predict which catalyst facilitates the given reaction. (1) Reactant: Br[CH2:2][C:3]1[C:12]([C:13]2[CH:18]=[CH:17][CH:16]=[CH:15][C:14]=2[Cl:19])=[N:11][C:10]2[C:5](=[CH:6][CH:7]=[CH:8][C:9]=2[C:20]([F:23])([F:22])[F:21])[N:4]=1.I([O-])(=O)(=O)=[O:25].[Na+].CN(C=O)C. Product: [Cl:19][C:14]1[CH:15]=[CH:16][CH:17]=[CH:18][C:13]=1[C:12]1[C:3]([CH:2]=[O:25])=[N:4][C:5]2[C:10]([N:11]=1)=[C:9]([C:20]([F:23])([F:22])[F:21])[CH:8]=[CH:7][CH:6]=2. The catalyst class is: 25. (2) Reactant: [S:1]1[C:5]2[CH:6]=[CH:7][CH:8]=[CH:9][C:4]=2[CH:3]=[CH:2]1.C([Li])CCC.[CH2:15]=[O:16].Cl. Product: [S:1]1[C:5]2[CH:6]=[CH:7][CH:8]=[CH:9][C:4]=2[CH:3]=[C:2]1[CH2:15][OH:16]. The catalyst class is: 1. (3) Reactant: [F:1][C:2]1([F:49])[CH2:5][CH:4]([NH:6][C:7]([C@H:9]([C:42]2[CH:47]=[CH:46][CH:45]=[CH:44][C:43]=2[Cl:48])[N:10]([C:35]2[CH:40]=[CH:39][CH:38]=[C:37]([F:41])[CH:36]=2)[C:11]([C@@H:13]2[CH2:17][CH2:16][CH2:15][N:14]2C(OCC2C3C=CC=CC=3C3C2=CC=CC=3)=O)=[O:12])=[O:8])[CH2:3]1.N1CCCCC1.O. Product: [Cl:48][C:43]1[CH:44]=[CH:45][CH:46]=[CH:47][C:42]=1[C@H:9]([N:10]([C:35]1[CH:40]=[CH:39][CH:38]=[C:37]([F:41])[CH:36]=1)[C:11]([C@@H:13]1[CH2:17][CH2:16][CH2:15][NH:14]1)=[O:12])[C:7]([NH:6][CH:4]1[CH2:3][C:2]([F:49])([F:1])[CH2:5]1)=[O:8]. The catalyst class is: 23.